From a dataset of Reaction yield outcomes from USPTO patents with 853,638 reactions. Predict the reaction yield, written as a fraction of the theoretical maximum amount of product (1.0 means a 100% yield; for example, 0.34 means a 34% yield). The reactants are [CH3:1][C:2]1[CH:12]=[C:11]([C:13]2[CH:14]=[N:15][CH:16]=[N:17][CH:18]=2)[CH:10]=[C:9]([CH3:19])[C:3]=1[O:4][CH2:5][C:6]([O-])=[O:7].O.[NH2:21][NH2:22]. The catalyst is CCO. The product is [CH3:1][C:2]1[CH:12]=[C:11]([C:13]2[CH:14]=[N:15][CH:16]=[N:17][CH:18]=2)[CH:10]=[C:9]([CH3:19])[C:3]=1[O:4][CH2:5][C:6]([NH:21][NH2:22])=[O:7]. The yield is 0.190.